Dataset: Forward reaction prediction with 1.9M reactions from USPTO patents (1976-2016). Task: Predict the product of the given reaction. Given the reactants N[C:2]1[CH:7]=[C:6]([O:8][C:9]([F:12])([F:11])[F:10])[CH:5]=[CH:4][C:3]=1[S:13]([NH:16][C:17]1[CH:18]=[CH:19][CH:20]=[C:21]2[C:26]=1[N:25]=[CH:24][CH:23]=[CH:22]2)(=[O:15])=[O:14].N(OC(C)(C)C)=O.CC(O)=O, predict the reaction product. The product is: [F:11][C:9]([F:12])([F:10])[O:8][C:6]1[CH:7]=[C:2]2[C:3]([S:13](=[O:14])(=[O:15])[NH:16][C:17]3[C:18]2=[CH:19][CH:20]=[C:21]2[C:26]=3[N:25]=[CH:24][CH:23]=[CH:22]2)=[CH:4][CH:5]=1.